From a dataset of Forward reaction prediction with 1.9M reactions from USPTO patents (1976-2016). Predict the product of the given reaction. (1) Given the reactants [O:1]1[C:6]2[CH:7]=[CH:8][CH:9]=[CH:10][C:5]=2[NH:4][CH2:3][CH2:2]1.[CH2:11]([O:18][C:19]1[CH:27]=[CH:26][C:22]([C:23](O)=[O:24])=[CH:21][CH:20]=1)[C:12]1[CH:17]=[CH:16][CH:15]=[CH:14][CH:13]=1.CCN=C=NCCCN(C)C.Cl, predict the reaction product. The product is: [CH2:11]([O:18][C:19]1[CH:20]=[CH:21][C:22]([C:23]([N:4]2[C:5]3[CH:10]=[CH:9][CH:8]=[CH:7][C:6]=3[O:1][CH2:2][CH2:3]2)=[O:24])=[CH:26][CH:27]=1)[C:12]1[CH:13]=[CH:14][CH:15]=[CH:16][CH:17]=1. (2) Given the reactants Cl.[NH2:2][CH:3]1[CH2:8][CH2:7][CH2:6][N:5]([C:9]([O:11][C:12]([CH3:15])([CH3:14])[CH3:13])=[O:10])[CH2:4]1.[NH2:16][C:17]1[N:18]=[C:19](S(C)(=O)=O)[S:20][C:21]=1[C:22]([O:24][CH3:25])=[O:23], predict the reaction product. The product is: [NH2:16][C:17]1[N:18]=[C:19]([NH:2][CH:3]2[CH2:8][CH2:7][CH2:6][N:5]([C:9]([O:11][C:12]([CH3:15])([CH3:14])[CH3:13])=[O:10])[CH2:4]2)[S:20][C:21]=1[C:22]([O:24][CH3:25])=[O:23].